Predict the reaction yield, written as a fraction of the theoretical maximum amount of product (1.0 means a 100% yield; for example, 0.34 means a 34% yield). From a dataset of Reaction yield outcomes from USPTO patents with 853,638 reactions. (1) The reactants are [Cl:1][C:2]1[S:6][C:5]([C:7]2[O:11][C:10](=[S:12])[NH:9][N:8]=2)=[CH:4][CH:3]=1.C([O-])(=O)C.[Na+].Cl[CH2:19][C:20]([NH:22][C:23]1[CH:28]=[CH:27][CH:26]=[CH:25][CH:24]=1)=[O:21]. The catalyst is C(O)C. The product is [Cl:1][C:2]1[S:6][C:5]([C:7]2[O:11][C:10]([S:12][CH2:19][C:20]([NH:22][C:23]3[CH:28]=[CH:27][CH:26]=[CH:25][CH:24]=3)=[O:21])=[N:9][N:8]=2)=[CH:4][CH:3]=1. The yield is 0.280. (2) The yield is 0.450. The reactants are [CH:1]1([C:5]2[CH:14]=[CH:13][C:8]([C:9]([O:11][CH3:12])=[O:10])=[CH:7][CH:6]=2)[CH2:4][CH2:3][CH2:2]1.[I:15]([O-])(=O)(=O)=O.[Na+].II.S(=O)(=O)(O)O. The catalyst is C(O)(=O)C. The product is [CH:1]1([C:5]2[CH:6]=[CH:7][C:8]([C:9]([O:11][CH3:12])=[O:10])=[CH:13][C:14]=2[I:15])[CH2:2][CH2:3][CH2:4]1. (3) The reactants are C([O:8][C:9]1[CH:18]=[C:17]2[C:12]([C:13]([O:19][C:20]3[CH:25]=[CH:24][C:23]([NH:26][C:27]([NH:29][C:30]4[S:31][CH:32]=[CH:33][N:34]=4)=[O:28])=[C:22]([F:35])[CH:21]=3)=[CH:14][CH:15]=[N:16]2)=[CH:11][C:10]=1[C:36]#[N:37])C1C=CC=CC=1.C1(SC)C=CC=CC=1. The catalyst is C(O)(C(F)(F)F)=O. The product is [C:36]([C:10]1[CH:11]=[C:12]2[C:17](=[CH:18][C:9]=1[OH:8])[N:16]=[CH:15][CH:14]=[C:13]2[O:19][C:20]1[CH:25]=[CH:24][C:23]([NH:26][C:27]([NH:29][C:30]2[S:31][CH:32]=[CH:33][N:34]=2)=[O:28])=[C:22]([F:35])[CH:21]=1)#[N:37]. The yield is 0.800.